This data is from Catalyst prediction with 721,799 reactions and 888 catalyst types from USPTO. The task is: Predict which catalyst facilitates the given reaction. (1) Reactant: [CH3:1][O-:2].[Na+].[Na].CO.[CH2:7]([N:14]1[C:22]2[C:17](=[CH:18][C:19]([F:24])=[C:20](I)[CH:21]=2)[C:16]([C:25]([NH:27][CH2:28][C:29]2[CH:34]=[CH:33][C:32]([F:35])=[C:31]([F:36])[CH:30]=2)=[O:26])=[C:15]1[CH:37]([CH3:39])[CH3:38])[C:8]1[CH:13]=[CH:12][CH:11]=[CH:10][CH:9]=1. Product: [CH2:7]([N:14]1[C:22]2[C:17](=[CH:18][C:19]([F:24])=[C:20]([O:2][CH3:1])[CH:21]=2)[C:16]([C:25]([NH:27][CH2:28][C:29]2[CH:34]=[CH:33][C:32]([F:35])=[C:31]([F:36])[CH:30]=2)=[O:26])=[C:15]1[CH:37]([CH3:39])[CH3:38])[C:8]1[CH:13]=[CH:12][CH:11]=[CH:10][CH:9]=1. The catalyst class is: 122. (2) Reactant: [C:1](#[N:3])[CH3:2].CC([O-])(CC)C.[K+].[CH3:11][C:12]1([C:18](OC)=O)[CH2:17][CH2:16][CH2:15][CH2:14][CH2:13]1.Cl.[C:23]1([CH3:31])[CH:28]=[CH:27][C:26]([NH:29][NH2:30])=[CH:25][CH:24]=1.Cl. Product: [CH3:11][C:12]1([C:18]2[CH:2]=[C:1]([NH2:3])[N:29]([C:26]3[CH:27]=[CH:28][C:23]([CH3:31])=[CH:24][CH:25]=3)[N:30]=2)[CH2:17][CH2:16][CH2:15][CH2:14][CH2:13]1. The catalyst class is: 242. (3) Reactant: [NH2:1][C:2]1[N:9]=[C:8]([CH3:10])[CH:7]=[CH:6][C:3]=1[CH:4]=O.[C:11]([C:15]1[CH:28]=[CH:27][C:18]([CH2:19][NH:20][C:21](=[O:26])[CH2:22][C:23](=O)[CH3:24])=[CH:17][CH:16]=1)([CH3:14])([CH3:13])[CH3:12].N1CCCCC1. Product: [C:11]([C:15]1[CH:28]=[CH:27][C:18]([CH2:19][NH:20][C:21]([C:22]2[C:23]([CH3:24])=[N:1][C:2]3[C:3]([CH:4]=2)=[CH:6][CH:7]=[C:8]([CH3:10])[N:9]=3)=[O:26])=[CH:17][CH:16]=1)([CH3:14])([CH3:12])[CH3:13]. The catalyst class is: 14. (4) Reactant: [Cl:1][C:2]1[CH:7]=[C:6]([N+:8]([O-:10])=[O:9])[C:5]([F:11])=[CH:4][C:3]=1[OH:12].C([O-])([O-])=O.[K+].[K+].[CH:19](Br)([CH3:21])[CH3:20]. Product: [Cl:1][C:2]1[CH:7]=[C:6]([N+:8]([O-:10])=[O:9])[C:5]([F:11])=[CH:4][C:3]=1[O:12][CH:19]([CH3:21])[CH3:20]. The catalyst class is: 18. (5) Reactant: [NH2:1][C:2]1[CH:3]=[C:4]([C:8]2[C:17]3[C:12](=[C:13]([C:18]4[CH:23]=[CH:22][CH:21]=[CH:20][CH:19]=4)[CH:14]=[CH:15][CH:16]=3)[C:11]([NH:24][CH2:25][C:26]3[CH:31]=[CH:30][CH:29]=[CH:28][CH:27]=3)=[N:10][N:9]=2)[CH:5]=[N:6][CH:7]=1.ClS([N:36]=[C:37]=[O:38])(=O)=O. Product: [CH2:25]([NH:24][C:11]1[C:12]2[C:17](=[CH:16][CH:15]=[CH:14][C:13]=2[C:18]2[CH:23]=[CH:22][CH:21]=[CH:20][CH:19]=2)[C:8]([C:4]2[CH:3]=[C:2]([NH:1][C:37]([NH2:36])=[O:38])[CH:7]=[N:6][CH:5]=2)=[N:9][N:10]=1)[C:26]1[CH:31]=[CH:30][CH:29]=[CH:28][CH:27]=1. The catalyst class is: 4. (6) Reactant: [N+:1]([C:4]1[CH:5]=[C:6]([OH:13])[C:7](=[CH:11][CH:12]=1)[C:8](O)=[O:9])([O-:3])=[O:2]. Product: [OH:9][CH2:8][C:7]1[CH:11]=[CH:12][C:4]([N+:1]([O-:3])=[O:2])=[CH:5][C:6]=1[OH:13]. The catalyst class is: 1. (7) Reactant: Br[C:2]1[N:7]=[C:6]([C:8]2[S:12][C:11]([C:13]3[N:17]4[N:18]=[C:19]([CH3:27])[CH:20]=[C:21]([CH:22]([CH2:25][CH3:26])[CH2:23][CH3:24])[C:16]4=[N:15][C:14]=3[CH3:28])=[C:10]([CH3:29])[CH:9]=2)[CH:5]=[CH:4][CH:3]=1.C1C[O:33][CH2:32][CH2:31]1.C([Li])CCC.CON(C)C(=O)C. Product: [CH2:23]([CH:22]([C:21]1[C:16]2[N:17]([C:13]([C:11]3[S:12][C:8]([C:6]4[N:7]=[C:2]([C:32](=[O:33])[CH3:31])[CH:3]=[CH:4][CH:5]=4)=[CH:9][C:10]=3[CH3:29])=[C:14]([CH3:28])[N:15]=2)[N:18]=[C:19]([CH3:27])[CH:20]=1)[CH2:25][CH3:26])[CH3:24]. The catalyst class is: 25.